Dataset: Forward reaction prediction with 1.9M reactions from USPTO patents (1976-2016). Task: Predict the product of the given reaction. (1) Given the reactants [Br:1][C:2]1[C:3]([O:20][CH3:21])=[CH:4][C:5]([Cl:19])=[C:6]([C:8]([C:10]2[CH:15]=[CH:14][C:13]([O:16][CH2:17][CH3:18])=[CH:12][CH:11]=2)=O)[CH:7]=1.[C:22](#N)[CH3:23].C([SiH](CC)CC)C.B(F)(F)F.CCOCC, predict the reaction product. The product is: [CH2:21]([O:20][C:3]1[CH:4]=[C:5]([Cl:19])[C:6]([CH2:8][C:10]2[CH:15]=[CH:14][C:13]([O:16][CH2:17][CH3:18])=[CH:12][CH:11]=2)=[CH:7][C:2]=1[Br:1])[CH:22]=[CH2:23]. (2) Given the reactants Cl[C:2]1[C:7]([N+:8]([O-:10])=[O:9])=[C:6]([CH3:11])[CH:5]=[CH:4][N:3]=1.[C:12]12([CH2:26][CH2:25][CH:24]([CH2:27][NH2:28])[CH2:23][CH2:22]1)[C:21]1[C:16](=[CH:17][CH:18]=[CH:19][CH:20]=1)[CH:15]=[CH:14][O:13]2.CCN(CC)CC, predict the reaction product. The product is: [CH3:11][C:6]1[CH:5]=[CH:4][N:3]=[C:2]([NH:28][CH2:27][CH:24]2[CH2:25][CH2:26][C:12]3([C:21]4[C:16](=[CH:17][CH:18]=[CH:19][CH:20]=4)[CH:15]=[CH:14][O:13]3)[CH2:22][CH2:23]2)[C:7]=1[N+:8]([O-:10])=[O:9]. (3) Given the reactants [N+:1]([C:4]1[CH:29]=[CH:28][C:7]([O:8][C:9]2[CH:10]=[C:11]([CH:25]=[CH:26][CH:27]=2)[C:12]([NH:14][C:15]2[CH:20]=[CH:19][C:18]([C:21]([F:24])([F:23])[F:22])=[CH:17][CH:16]=2)=[O:13])=[CH:6][CH:5]=1)([O-])=O.O1CCCC1.Cl, predict the reaction product. The product is: [NH2:1][C:4]1[CH:29]=[CH:28][C:7]([O:8][C:9]2[CH:10]=[C:11]([CH:25]=[CH:26][CH:27]=2)[C:12]([NH:14][C:15]2[CH:20]=[CH:19][C:18]([C:21]([F:22])([F:23])[F:24])=[CH:17][CH:16]=2)=[O:13])=[CH:6][CH:5]=1. (4) Given the reactants [OH:1][C:2]1[CH:3]=[CH:4][CH:5]=[C:6]2[C:11]=1[N:10]=[CH:9][CH:8]=[CH:7]2.[Na+].[I-:13].[OH-].[Na+].N#N.[O-]Cl.[Na+].Cl, predict the reaction product. The product is: [OH:1][C:2]1[CH:3]=[CH:4][C:5]([I:13])=[C:6]2[C:11]=1[N:10]=[CH:9][CH:8]=[CH:7]2. (5) Given the reactants [C:1]1([CH:7]([C:29]2[CH:34]=[CH:33][CH:32]=[CH:31][CH:30]=2)[N:8]2[C:16]3[C:11](=[CH:12][CH:13]=[CH:14][CH:15]=3)[CH:10]([C:17]3[CH:18]=[C:19]4[C:24](=[CH:25][C:26]=3[OH:27])[O:23][CH2:22][CH2:21][CH2:20]4)[C:9]2=[O:28])[CH:6]=[CH:5][CH:4]=[CH:3][CH:2]=1.[C:35]1(C(C2C=CC=CC=2)N2C3C(=CC=CC=3)C(C3C=C(C)C(OC)=CC=3O)C2=O)C=CC=CC=1, predict the reaction product. The product is: [C:29]1([CH:7]([C:1]2[CH:6]=[CH:5][CH:4]=[CH:3][CH:2]=2)[N:8]2[C:16]3[C:11](=[CH:12][CH:13]=[CH:14][CH:15]=3)[C:10]3([C:17]4[CH:18]=[C:19]5[C:24](=[CH:25][C:26]=4[O:27][CH2:35]3)[O:23][CH2:22][CH2:21][CH2:20]5)[C:9]2=[O:28])[CH:34]=[CH:33][CH:32]=[CH:31][CH:30]=1. (6) Given the reactants C1C(=O)N(OC(CCCCCN[C:17]([CH2:19][CH2:20][CH2:21][CH2:22][CH:23]2[S:27][CH2:26][CH:25]3[NH:28][C:29]([NH:31][CH:24]23)=[O:30])=[O:18])=O)C(=O)C1.[OH:32]P([O-])(O)=O.OP([O-])([O-])=O.[Na+].[Na+].[Na+].[Cl-].[Cl-].[K+].[K+], predict the reaction product. The product is: [OH:32][C:17]([CH2:19][CH2:20][CH2:21][CH2:22][C@H:23]1[C@@H:24]2[C@@H:25]([NH:28][C:29]([NH:31]2)=[O:30])[CH2:26][S:27]1)=[O:18].